From a dataset of Full USPTO retrosynthesis dataset with 1.9M reactions from patents (1976-2016). Predict the reactants needed to synthesize the given product. (1) Given the product [C:29]1([C:19]2[C:18]([C:15]3[CH:16]=[CH:17][C:12]([C:8]4([NH:7][C:6](=[O:35])[O:5][C:1]([CH3:4])([CH3:3])[CH3:2])[CH2:11][CH2:10][CH2:9]4)=[CH:13][CH:14]=3)=[N:28][C:22]3[O:23][CH2:24][C:25]4[N:26]([C:38]([C:37]([F:43])([F:42])[F:36])=[N:40][N:41]=4)[C:21]=3[CH:20]=2)[CH:34]=[CH:33][CH:32]=[CH:31][CH:30]=1, predict the reactants needed to synthesize it. The reactants are: [C:1]([O:5][C:6](=[O:35])[NH:7][C:8]1([C:12]2[CH:17]=[CH:16][C:15]([C:18]3[C:19]([C:29]4[CH:34]=[CH:33][CH:32]=[CH:31][CH:30]=4)=[CH:20][C:21]4[NH:26][C:25](=S)[CH2:24][O:23][C:22]=4[N:28]=3)=[CH:14][CH:13]=2)[CH2:11][CH2:10][CH2:9]1)([CH3:4])([CH3:3])[CH3:2].[F:36][C:37]([F:43])([F:42])[C:38]([NH:40][NH2:41])=O. (2) Given the product [F:8][C:4]1[CH:5]=[CH:6][CH:7]=[C:2]([F:1])[C:3]=1[CH2:9][C:10](=[O:12])[CH2:17][C:16]([O:15][CH3:14])=[O:21], predict the reactants needed to synthesize it. The reactants are: [F:1][C:2]1[CH:7]=[CH:6][CH:5]=[C:4]([F:8])[C:3]=1[CH2:9][C:10]([OH:12])=O.[K+].[CH3:14][O:15][C:16](=[O:21])[CH2:17]C([O-])=O.